This data is from Catalyst prediction with 721,799 reactions and 888 catalyst types from USPTO. The task is: Predict which catalyst facilitates the given reaction. (1) Reactant: C([Mg]Br)C.Br[CH2:6][C:7]1([CH2:10][C:11]#[N:12])[CH2:9][CH2:8]1.[Br:13][C:14]1[CH:15]=[CH:16][CH:17]=[C:18]2[C:22]=1[NH:21][C:20]([CH3:23])=[CH:19]2. Product: [Br:13][C:14]1[CH:15]=[CH:16][CH:17]=[C:18]2[C:22]=1[NH:21][C:20]([CH3:23])=[C:19]2[CH2:6][C:7]1([CH2:10][C:11]#[N:12])[CH2:9][CH2:8]1. The catalyst class is: 11. (2) Reactant: [Cl:1][C:2]1[CH:3]=[CH:4][C:5]2[N:11]3[CH:12]=[CH:13][CH:14]=[C:10]3[C:9](=[O:15])[CH:8]=[C:7]([C:16]3[CH:21]=[CH:20][CH:19]=[C:18]([O:22][CH3:23])[C:17]=3[O:24][CH3:25])[C:6]=2[CH:26]=1. Product: [Cl:1][C:2]1[CH:3]=[CH:4][C:5]2[N:11]3[CH:12]=[CH:13][CH:14]=[C:10]3[C:9](=[O:15])[CH2:8][CH:7]([C:16]3[CH:21]=[CH:20][CH:19]=[C:18]([O:22][CH3:23])[C:17]=3[O:24][CH3:25])[C:6]=2[CH:26]=1. The catalyst class is: 13. (3) Reactant: [Br:1][C:2]1[CH:7]=[CH:6][C:5]([C:8]([CH3:12])([CH3:11])[CH:9]=[O:10])=[C:4]([F:13])[CH:3]=1.C[Si](C)(C)[C:16]([F:19])([F:18])[F:17].CCCC[N+](CCCC)(CCCC)CCCC.[F-].Cl. Product: [Br:1][C:2]1[CH:7]=[CH:6][C:5]([C:8]([CH3:11])([CH3:12])[CH:9]([OH:10])[C:16]([F:19])([F:18])[F:17])=[C:4]([F:13])[CH:3]=1. The catalyst class is: 1. (4) Reactant: [CH2:1]([O:3][C:4](=[O:42])[CH2:5][C:6]1[CH:11]=[CH:10][C:9]([O:12][CH3:13])=[C:8]([O:14][C:15]2[CH:20]=[CH:19][C:18]([N:21]=C(C3C=CC=CC=3)C3C=CC=CC=3)=[CH:17][C:16]=2[CH2:35][N:36]2[CH2:40][CH2:39][O:38][C:37]2=[O:41])[CH:7]=1)[CH3:2].Cl.NO.C([O-])(=O)C.[K+]. Product: [CH2:1]([O:3][C:4](=[O:42])[CH2:5][C:6]1[CH:11]=[CH:10][C:9]([O:12][CH3:13])=[C:8]([O:14][C:15]2[CH:20]=[CH:19][C:18]([NH2:21])=[CH:17][C:16]=2[CH2:35][N:36]2[CH2:40][CH2:39][O:38][C:37]2=[O:41])[CH:7]=1)[CH3:2]. The catalyst class is: 5. (5) Reactant: BrC=C([C:5]1[CH:6]=[C:7]([F:14])[C:8]([O:12]C)=[C:9]([F:11])[CH:10]=1)C.P([O-])([O-])([O-])=O.[K+].[K+].[K+].N1CCC[C@H]1C(O)=O.[CH3:31][N:32]1[CH2:45][CH2:44][C:35]2[NH:36][C:37]3[CH:38]=[CH:39][C:40]([CH3:43])=[CH:41][C:42]=3[C:34]=2[CH2:33]1. Product: [CH3:31][N:32]1[CH2:45][CH2:44][C:35]2[N:36]([C:8]3([OH:12])[C:9]([F:11])=[CH:10][CH:5]=[CH:6][CH:7]3[F:14])[C:37]3[CH:38]=[CH:39][C:40]([CH3:43])=[CH:41][C:42]=3[C:34]=2[CH2:33]1. The catalyst class is: 122. (6) Reactant: [CH3:1][C:2]([CH3:13])([CH3:12])[CH2:3][C:4]1(C=C)[CH:9]=[CH:8][CH:7]=[CH:6][CH2:5]1.CC[O:16][C:17](C)=[O:18]. Product: [CH3:13][C:2]([CH3:1])([CH3:12])[CH2:3][C:4]1[CH:5]=[CH:6][C:7]([C:17]([OH:18])=[O:16])=[CH:8][CH:9]=1. The catalyst class is: 6. (7) Reactant: C[Sn](C)(C)[C:3]1[CH:8]=[CH:7][C:6]([N:9]2[CH2:13][C@H:12]([CH2:14][C:15](=[O:19])[C:16]([NH2:18])=[O:17])[O:11][CH2:10]2)=[CH:5][C:4]=1[F:20].[O:23]=[C:24]1[CH2:28][CH:27]([CH2:29][OH:30])[CH2:26][N:25]1[C:31]1[CH:36]=[CH:35][C:34](Br)=[CH:33][N:32]=1.[Cl-].[Li+].O. Product: [O:23]=[C:24]1[CH2:28][CH:27]([CH2:29][OH:30])[CH2:26][N:25]1[C:31]1[CH:36]=[CH:35][C:34]([C:3]2[CH:8]=[CH:7][C:6]([N:9]3[CH2:13][C@H:12]([CH2:14][C:15](=[O:19])[C:16]([NH2:18])=[O:17])[O:11][CH2:10]3)=[CH:5][C:4]=2[F:20])=[CH:33][N:32]=1. The catalyst class is: 60.